Binary Classification. Given a drug SMILES string, predict its activity (active/inactive) in a high-throughput screening assay against a specified biological target. From a dataset of HIV replication inhibition screening data with 41,000+ compounds from the AIDS Antiviral Screen. The compound is CN1C(=O)CN2CCc3ccccc3C2c2cc(Cl)ccc21. The result is 0 (inactive).